From a dataset of Full USPTO retrosynthesis dataset with 1.9M reactions from patents (1976-2016). Predict the reactants needed to synthesize the given product. (1) Given the product [CH3:21][C:10]([C:12]1[CH:17]=[CH:16][C:15]([N+:18]([O-:20])=[O:19])=[CH:14][CH:13]=1)([CH3:11])[CH2:9][OH:8], predict the reactants needed to synthesize it. The reactants are: [H-].[Al+3].[Li+].[H-].[H-].[H-].C[O:8][C:9](=O)[C:10]([CH3:21])([C:12]1[CH:17]=[CH:16][C:15]([N+:18]([O-:20])=[O:19])=[CH:14][CH:13]=1)[CH3:11].O.[OH-].[Na+]. (2) The reactants are: OO.[NH2:3][C:4](N)=[O:5].[OH-].[Na+].[F:9][C:10]1[CH:11]=[C:12]([CH:15]=[CH:16][C:17]=1[OH:18])C#N.Cl. Given the product [F:9][C:10]1[CH:11]=[C:12]([CH:15]=[CH:16][C:17]=1[OH:18])[C:4]([NH2:3])=[O:5], predict the reactants needed to synthesize it. (3) Given the product [F:6][C:7]([F:19])([F:20])[O:8][C:9]1[CH:10]=[CH:11][C:12]([CH2:15][C:16]([O:18][CH2:21][CH3:22])=[O:17])=[CH:13][CH:14]=1, predict the reactants needed to synthesize it. The reactants are: S(=O)(=O)(O)O.[F:6][C:7]([F:20])([F:19])[O:8][C:9]1[CH:14]=[CH:13][C:12]([CH2:15][C:16]([OH:18])=[O:17])=[CH:11][CH:10]=1.[CH2:21](O)[CH3:22]. (4) The reactants are: [F:1][C:2]1[CH:3]=[C:4]([CH2:8][NH:9][C:10]([C:12]2[C:13](=[O:31])[N:14]([CH2:27][CH2:28][O:29]C)[C:15]3[C:20]([C:21]=2[CH3:22])=[CH:19][CH:18]=[C:17]([C:23]([F:26])([F:25])[F:24])[CH:16]=3)=[O:11])[CH:5]=[CH:6][CH:7]=1.BrB(Br)Br.CCOC(C)=O.CCCCCC. Given the product [F:1][C:2]1[CH:3]=[C:4]([CH2:8][NH:9][C:10]([C:12]2[C:13](=[O:31])[N:14]([CH2:27][CH2:28][OH:29])[C:15]3[C:20]([C:21]=2[CH3:22])=[CH:19][CH:18]=[C:17]([C:23]([F:25])([F:26])[F:24])[CH:16]=3)=[O:11])[CH:5]=[CH:6][CH:7]=1, predict the reactants needed to synthesize it. (5) Given the product [C:14]([Si:18]([O:8][CH:1]1[CH2:7][CH2:6][CH:5]=[CH:4][CH2:3][CH2:2]1)([C:25]1[CH:30]=[CH:29][CH:28]=[CH:27][CH:26]=1)[C:19]1[CH:20]=[CH:21][CH:22]=[CH:23][CH:24]=1)([CH3:17])([CH3:15])[CH3:16], predict the reactants needed to synthesize it. The reactants are: [CH:1]1([OH:8])[CH2:7][CH2:6][CH:5]=[CH:4][CH2:3][CH2:2]1.N1C=CN=C1.[C:14]([Si:18](Cl)([C:25]1[CH:30]=[CH:29][CH:28]=[CH:27][CH:26]=1)[C:19]1[CH:24]=[CH:23][CH:22]=[CH:21][CH:20]=1)([CH3:17])([CH3:16])[CH3:15]. (6) Given the product [Br:1][C:2]1[CH:7]=[C:6]([Cl:8])[CH:5]=[CH:4][C:3]=1[C@@H:9]([O:14][C:20]1[CH:21]=[C:16]([Cl:15])[N:17]=[C:18]([NH2:23])[N:19]=1)[C:10]([F:11])([F:12])[F:13], predict the reactants needed to synthesize it. The reactants are: [Br:1][C:2]1[CH:7]=[C:6]([Cl:8])[CH:5]=[CH:4][C:3]=1[C@@H:9]([OH:14])[C:10]([F:13])([F:12])[F:11].[Cl:15][C:16]1[CH:21]=[C:20](Cl)[N:19]=[C:18]([NH2:23])[N:17]=1.C([O-])([O-])=O.[Cs+].[Cs+]. (7) Given the product [OH:11][C:10]1[CH:9]=[CH:8][C:4]([C:5]([OH:7])=[O:6])=[CH:3][C:2]=1[NH:1][C:26]([C:21]1[CH:20]=[CH:19][C:18]2[C:23](=[CH:24][CH:25]=[C:16]([C:14]([O:13][CH3:12])=[O:15])[CH:17]=2)[CH:22]=1)=[O:27], predict the reactants needed to synthesize it. The reactants are: [NH2:1][C:2]1[CH:3]=[C:4]([CH:8]=[CH:9][C:10]=1[OH:11])[C:5]([OH:7])=[O:6].[CH3:12][O:13][C:14]([C:16]1[CH:17]=[C:18]2[C:23](=[CH:24][CH:25]=1)[CH:22]=[C:21]([C:26](O)=[O:27])[CH:20]=[CH:19]2)=[O:15]. (8) Given the product [C:29]([OH:42])(=[O:41])[CH:30]=[CH2:31].[NH2:14][C:74]([O:79][CH2:80][CH3:81])=[O:78], predict the reactants needed to synthesize it. The reactants are: C1C(CC2C=CC([N:14]=C=O)=CC=2)=CC=C(N=C=O)C=1.COC1C=CC(O)=CC=1.[C:29]([O-:42])(=[O:41])[CH2:30][CH2:31]CCCCCCCCC.[C:29]([O-:42])(=[O:41])[CH2:30][CH2:31]CCCCCCCCC.C([Sn+2]CCCCCCCC)CCCCCCC.[C:74]([O:79][CH2:80][CH2:81]N=C=O)(=[O:78])C(C)=C. (9) Given the product [Cl:1][C:2]1[N:7]=[CH:6][C:5]2[C:8]([N:11]3[CH:12]([CH3:17])[CH2:13][CH2:14][CH:15]3[CH3:16])=[N:9][N:10]([CH:21]([CH3:23])[CH3:22])[C:4]=2[CH:3]=1, predict the reactants needed to synthesize it. The reactants are: [Cl:1][C:2]1[N:7]=[CH:6][C:5]2[C:8]([N:11]3[CH:15]([CH3:16])[CH2:14][CH2:13][CH:12]3[CH3:17])=[N:9][NH:10][C:4]=2[CH:3]=1.[H-].[Na+].I[CH:21]([CH3:23])[CH3:22].